Regression. Given a peptide amino acid sequence and an MHC pseudo amino acid sequence, predict their binding affinity value. This is MHC class I binding data. From a dataset of Peptide-MHC class I binding affinity with 185,985 pairs from IEDB/IMGT. (1) The peptide sequence is DHQAAFQYI. The MHC is HLA-B58:01 with pseudo-sequence HLA-B58:01. The binding affinity (normalized) is 0. (2) The peptide sequence is TTADHMHML. The MHC is HLA-A01:01 with pseudo-sequence HLA-A01:01. The binding affinity (normalized) is 0.0847. (3) The peptide sequence is LWLTDNTHI. The MHC is HLA-A02:02 with pseudo-sequence HLA-A02:02. The binding affinity (normalized) is 0.109. (4) The peptide sequence is FHQTLIICPPA. The MHC is H-2-Kd with pseudo-sequence H-2-Kd. The binding affinity (normalized) is 0.305. (5) The peptide sequence is NRMEIFLVL. The MHC is HLA-B08:01 with pseudo-sequence HLA-B08:01. The binding affinity (normalized) is 0.854.